Dataset: Catalyst prediction with 721,799 reactions and 888 catalyst types from USPTO. Task: Predict which catalyst facilitates the given reaction. Reactant: C(OC(=O)[C@@H](NC(OCC1C=CC=CC=1)=O)CCS(Cl)(=O)=O)C.[CH2:24]([O:26][C:27](=[O:47])[C@@H:28]([NH:36][C:37]([O:39][CH2:40][C:41]1[CH:46]=[CH:45][CH:44]=[CH:43][CH:42]=1)=[O:38])[CH2:29][CH2:30][S:31]([NH:34]N)(=[O:33])=[O:32])[CH3:25].O.NN. Product: [CH2:24]([O:26][C:27](=[O:47])[C@@H:28]([NH:36][C:37]([O:39][CH2:40][C:41]1[CH:46]=[CH:45][CH:44]=[CH:43][CH:42]=1)=[O:38])[CH2:29][CH2:30][S:31](=[O:33])(=[O:32])[NH2:34])[CH3:25]. The catalyst class is: 124.